This data is from CYP2C19 inhibition data for predicting drug metabolism from PubChem BioAssay. The task is: Regression/Classification. Given a drug SMILES string, predict its absorption, distribution, metabolism, or excretion properties. Task type varies by dataset: regression for continuous measurements (e.g., permeability, clearance, half-life) or binary classification for categorical outcomes (e.g., BBB penetration, CYP inhibition). Dataset: cyp2c19_veith. (1) The compound is Cc1ccccc1OCC(=O)NC(=S)Nc1ccc(Br)c(C)n1. The result is 0 (non-inhibitor). (2) The molecule is O=S(=O)(c1ccccc1S(=O)(=O)N1CCCCC1)N1CCCCC1. The result is 1 (inhibitor). (3) The molecule is O=C1CCC[C@@H](C2=CCCCC2=O)C1. The result is 0 (non-inhibitor). (4) The drug is CC(C)(Oc1ccc(CCNC(=O)c2ccc(Cl)cc2)cc1)C(=O)O. The result is 0 (non-inhibitor). (5) The compound is COC(=O)[C@H]1C(=O)c2ccccc2O[C@@](C(=O)OC)(c2ccccc2)[C@@H]1c1ccccc1. The result is 0 (non-inhibitor). (6) The drug is C=CCNc1nc(SCC=C)nc2ccsc12. The result is 1 (inhibitor). (7) The compound is CCN1C(=O)[C@H]2CC[C@H]3/C(=N\NC(=O)OCc4ccc(OC)cc4)C[C@@H](O)[C@@H](O)[C@@H]3[C@@H]2C1=O. The result is 0 (non-inhibitor).